This data is from Catalyst prediction with 721,799 reactions and 888 catalyst types from USPTO. The task is: Predict which catalyst facilitates the given reaction. (1) Reactant: [N:1]1[C:10]2[CH2:9][CH2:8][CH2:7][C:6](=[O:11])[C:5]=2[CH:4]=[CH:3][CH:2]=1.ClC1C=CC=C(C(OO)=[O:20])C=1.C(=O)([O-])O.[Na+]. Product: [N+:1]1([O-:20])[C:10]2[CH2:9][CH2:8][CH2:7][C:6](=[O:11])[C:5]=2[CH:4]=[CH:3][CH:2]=1. The catalyst class is: 526. (2) Reactant: [Cl:1][C:2]1[CH:7]=[CH:6][CH:5]=[CH:4][C:3]=1[S:8]([NH:11][CH2:12][CH:13]([CH3:15])[CH3:14])(=[O:10])=[O:9].[Br:16][C:17]1[N:22]=[C:21]([CH2:23]O)[CH:20]=[CH:19][CH:18]=1.C1(P(C2C=CC=CC=2)C2C=CC=CC=2)C=CC=CC=1.N(C(OCC)=O)=NC(OCC)=O. Product: [Br:16][C:17]1[N:22]=[C:21]([CH2:23][N:11]([CH2:12][CH:13]([CH3:15])[CH3:14])[S:8]([C:3]2[CH:4]=[CH:5][CH:6]=[CH:7][C:2]=2[Cl:1])(=[O:9])=[O:10])[CH:20]=[CH:19][CH:18]=1. The catalyst class is: 7.